From a dataset of Forward reaction prediction with 1.9M reactions from USPTO patents (1976-2016). Predict the product of the given reaction. (1) Given the reactants Cl[C:2]1[N:7]=[C:6]([NH:8][C:9]2[CH:14]=[CH:13][CH:12]=[C:11]([OH:15])[CH:10]=2)[C:5]([F:16])=[CH:4][N:3]=1.[CH3:17][O:18][C:19]1[CH:20]=[C:21]([CH:23]=[C:24]([O:26][CH3:27])[CH:25]=1)[NH2:22], predict the reaction product. The product is: [CH3:27][O:26][C:24]1[CH:23]=[C:21]([NH:22][C:2]2[N:7]=[C:6]([NH:8][C:9]3[CH:14]=[CH:13][CH:12]=[C:11]([OH:15])[CH:10]=3)[C:5]([F:16])=[CH:4][N:3]=2)[CH:20]=[C:19]([O:18][CH3:17])[CH:25]=1. (2) Given the reactants [C-]#N.[K+].C([O:7][C@H:8]([C@@H:13]([O:30]C(=O)C)[C:14]([N:16]([CH2:21][C:22]1[CH:27]=[CH:26][C:25]([O:28][CH3:29])=[CH:24][CH:23]=1)[CH2:17][C:18]([CH3:20])=[CH2:19])=[O:15])[C:9]([O:11][CH3:12])=[O:10])(=O)C.C([O-])(O)=O.[Na+], predict the reaction product. The product is: [OH:7][C@H:8]([C@@H:13]([OH:30])[C:14]([N:16]([CH2:21][C:22]1[CH:27]=[CH:26][C:25]([O:28][CH3:29])=[CH:24][CH:23]=1)[CH2:17][C:18]([CH3:20])=[CH2:19])=[O:15])[C:9]([O:11][CH3:12])=[O:10]. (3) Given the reactants [O:1]1[CH2:6][CH2:5][N:4]([CH2:7][C:8]([O:10]C)=O)[CH2:3][CH2:2]1.O.[NH2:13][NH2:14], predict the reaction product. The product is: [O:1]1[CH2:6][CH2:5][N:4]([CH2:7][C:8]([NH:13][NH2:14])=[O:10])[CH2:3][CH2:2]1. (4) Given the reactants C(OC(=O)[NH:7][C@@H:8]1[C:14](=[O:15])[N:13]([CH2:16][C:17]2[C:26]3[C:21](=[CH:22][C:23]([Br:27])=[CH:24][CH:25]=3)[CH:20]=[CH:19][C:18]=2[O:28][CH3:29])[C:12]2[CH:30]=[CH:31][CH:32]=[CH:33][C:11]=2[NH:10][CH2:9]1)(C)(C)C.[C:35]([OH:41])([C:37]([F:40])([F:39])[F:38])=[O:36], predict the reaction product. The product is: [F:38][C:37]([F:40])([F:39])[C:35]([OH:41])=[O:36].[NH2:7][C@@H:8]1[C:14](=[O:15])[N:13]([CH2:16][C:17]2[C:26]3[C:21](=[CH:22][C:23]([Br:27])=[CH:24][CH:25]=3)[CH:20]=[CH:19][C:18]=2[O:28][CH3:29])[C:12]2[CH:30]=[CH:31][CH:32]=[CH:33][C:11]=2[NH:10][CH2:9]1. (5) Given the reactants [F:1][C:2]([F:23])([F:22])[C:3]1[CH:21]=[CH:20][C:6]([CH2:7][O:8][N:9]=[C:10]([C:13]2[CH:18]=[CH:17][C:16]([NH2:19])=[CH:15][CH:14]=2)[CH2:11][CH3:12])=[CH:5][CH:4]=1.C(=O)([O-])[O-].[K+].[K+].[CH3:30][CH2:31][O:32][C:33]([CH2:35]Br)=[O:34], predict the reaction product. The product is: [F:1][C:2]([F:22])([F:23])[C:3]1[CH:21]=[CH:20][C:6]([CH2:7][O:8][N:9]=[C:10]([C:13]2[CH:18]=[CH:17][C:16]([NH:19][CH2:35][C:33]([O:32][CH2:31][CH3:30])=[O:34])=[CH:15][CH:14]=2)[CH2:11][CH3:12])=[CH:5][CH:4]=1.